Dataset: Full USPTO retrosynthesis dataset with 1.9M reactions from patents (1976-2016). Task: Predict the reactants needed to synthesize the given product. (1) Given the product [Br:1][C:2]1[CH:11]=[CH:10][C:5]2[N:6]=[C:7]([NH:9][C:16](=[O:17])[C:15]3[CH:19]=[CH:20][CH:21]=[C:13]([F:12])[CH:14]=3)[S:8][C:4]=2[CH:3]=1, predict the reactants needed to synthesize it. The reactants are: [Br:1][C:2]1[CH:11]=[CH:10][C:5]2[N:6]=[C:7]([NH2:9])[S:8][C:4]=2[CH:3]=1.[F:12][C:13]1[CH:14]=[C:15]([CH:19]=[CH:20][CH:21]=1)[C:16](Cl)=[O:17].CCN(CC)CC.C([O-])(O)=O.[Na+]. (2) Given the product [F:11][C:12]1[CH:17]=[CH:16][C:15]([CH:18]([N:22]2[CH2:27][CH2:26][CH2:25]/[C:24](=[CH:28]\[C:29]3[CH:34]=[CH:33][C:32]([N:35]4[CH:39]=[C:38]([CH3:40])[N:37]=[CH:36]4)=[C:31]([O:41][CH3:42])[CH:30]=3)/[C:23]2=[O:43])[C:19]([NH:7][CH3:5])=[O:20])=[CH:14][CH:13]=1, predict the reactants needed to synthesize it. The reactants are: C1C=CC2N(O)N=[N:7][C:5]=2C=1.[F:11][C:12]1[CH:17]=[CH:16][C:15]([CH:18]([N:22]2[CH2:27][CH2:26][CH2:25]/[C:24](=[CH:28]\[C:29]3[CH:34]=[CH:33][C:32]([N:35]4[CH:39]=[C:38]([CH3:40])[N:37]=[CH:36]4)=[C:31]([O:41][CH3:42])[CH:30]=3)/[C:23]2=[O:43])[C:19](O)=[O:20])=[CH:14][CH:13]=1.CN.O.C(=O)(O)[O-].[Na+]. (3) Given the product [CH3:15][O:16][C:17]1[CH:18]=[C:19]2[C:20](=[C:21]3[CH2:22][C:23]([CH3:27])([CH3:26])[O:24][C:25]=13)[C:5]([C:4]1[CH:3]=[C:2]([NH2:1])[CH:9]=[CH:8][CH:7]=1)=[N:6][C:29]([CH3:31])([CH3:30])[CH2:28]2, predict the reactants needed to synthesize it. The reactants are: [NH2:1][C:2]1[CH:3]=[C:4]([CH:7]=[CH:8][CH:9]=1)[C:5]#[N:6].S(=O)(=O)(O)O.[CH3:15][O:16][C:17]1[C:25]2[O:24][C:23]([CH3:27])([CH3:26])[CH2:22][C:21]=2[CH:20]=[C:19]([CH:28](O)[CH:29]([CH3:31])[CH3:30])[CH:18]=1.C(O)C. (4) Given the product [F:11][C:12]1[CH:17]=[CH:16][CH:15]=[C:14]([F:18])[C:13]=1[C:2]1[C:3]([C:4]#[N:5])=[C:6]([F:10])[CH:7]=[CH:8][CH:9]=1, predict the reactants needed to synthesize it. The reactants are: Br[C:2]1[CH:9]=[CH:8][CH:7]=[C:6]([F:10])[C:3]=1[C:4]#[N:5].[F:11][C:12]1[CH:17]=[CH:16][CH:15]=[C:14]([F:18])[C:13]=1B(O)O.P([O-])([O-])([O-])=O.[K+].[K+].[K+].